Dataset: Full USPTO retrosynthesis dataset with 1.9M reactions from patents (1976-2016). Task: Predict the reactants needed to synthesize the given product. Given the product [Cl:1][C:2]1[C:3]([CH3:26])=[CH:4][C:5]([O:6][CH2:7][CH2:8][CH2:9][C:10]2[C:18]3[C:13](=[CH:14][CH:15]=[CH:16][CH:17]=3)[N:12]([CH2:29][CH2:28][C:27]([OH:31])=[O:30])[C:11]=2[C:19]([F:22])([F:20])[F:21])=[CH:23][C:24]=1[CH3:25], predict the reactants needed to synthesize it. The reactants are: [Cl:1][C:2]1[C:24]([CH3:25])=[CH:23][C:5]([O:6][CH2:7][CH2:8][CH2:9][C:10]2[C:18]3[C:13](=[CH:14][CH:15]=[CH:16][CH:17]=3)[NH:12][C:11]=2[C:19]([F:22])([F:21])[F:20])=[CH:4][C:3]=1[CH3:26].[C:27]([O:31]CC)(=[O:30])[CH:28]=[CH2:29].